This data is from NCI-60 drug combinations with 297,098 pairs across 59 cell lines. The task is: Regression. Given two drug SMILES strings and cell line genomic features, predict the synergy score measuring deviation from expected non-interaction effect. (1) Drug 1: CC1=CC=C(C=C1)C2=CC(=NN2C3=CC=C(C=C3)S(=O)(=O)N)C(F)(F)F. Drug 2: B(C(CC(C)C)NC(=O)C(CC1=CC=CC=C1)NC(=O)C2=NC=CN=C2)(O)O. Cell line: HCC-2998. Synergy scores: CSS=40.8, Synergy_ZIP=5.21, Synergy_Bliss=3.18, Synergy_Loewe=-46.4, Synergy_HSA=-7.37. (2) Drug 1: C1=CC(=CC=C1C#N)C(C2=CC=C(C=C2)C#N)N3C=NC=N3. Drug 2: COC1=C2C(=CC3=C1OC=C3)C=CC(=O)O2. Cell line: CAKI-1. Synergy scores: CSS=-1.33, Synergy_ZIP=-2.61, Synergy_Bliss=-8.12, Synergy_Loewe=-7.74, Synergy_HSA=-7.74. (3) Drug 1: CC1=C(C=C(C=C1)NC2=NC=CC(=N2)N(C)C3=CC4=NN(C(=C4C=C3)C)C)S(=O)(=O)N.Cl. Drug 2: C1CC(=O)NC(=O)C1N2CC3=C(C2=O)C=CC=C3N. Cell line: K-562. Synergy scores: CSS=15.7, Synergy_ZIP=1.06, Synergy_Bliss=4.78, Synergy_Loewe=3.30, Synergy_HSA=6.74. (4) Drug 1: C(=O)(N)NO. Drug 2: CN(CC1=CN=C2C(=N1)C(=NC(=N2)N)N)C3=CC=C(C=C3)C(=O)NC(CCC(=O)O)C(=O)O. Cell line: HS 578T. Synergy scores: CSS=40.4, Synergy_ZIP=2.41, Synergy_Bliss=1.42, Synergy_Loewe=-40.0, Synergy_HSA=-1.52. (5) Drug 1: CC1OCC2C(O1)C(C(C(O2)OC3C4COC(=O)C4C(C5=CC6=C(C=C35)OCO6)C7=CC(=C(C(=C7)OC)O)OC)O)O. Drug 2: CC1=C2C(C(=O)C3(C(CC4C(C3C(C(C2(C)C)(CC1OC(=O)C(C(C5=CC=CC=C5)NC(=O)C6=CC=CC=C6)O)O)OC(=O)C7=CC=CC=C7)(CO4)OC(=O)C)O)C)OC(=O)C. Cell line: DU-145. Synergy scores: CSS=33.0, Synergy_ZIP=-4.48, Synergy_Bliss=-6.32, Synergy_Loewe=-8.96, Synergy_HSA=-2.95. (6) Drug 1: CC(C1=C(C=CC(=C1Cl)F)Cl)OC2=C(N=CC(=C2)C3=CN(N=C3)C4CCNCC4)N. Drug 2: C1=CC=C(C=C1)NC(=O)CCCCCCC(=O)NO. Cell line: PC-3. Synergy scores: CSS=13.6, Synergy_ZIP=-2.11, Synergy_Bliss=-0.403, Synergy_Loewe=-0.504, Synergy_HSA=0.895.